This data is from Catalyst prediction with 721,799 reactions and 888 catalyst types from USPTO. The task is: Predict which catalyst facilitates the given reaction. Reactant: [NH2:1][CH:2]1[CH2:11][CH2:10][CH2:9][CH:8]2[CH:3]1[NH:4][C:5](=[O:20])[C:6](=[O:19])[N:7]2[CH2:12][C:13]1[CH:18]=[CH:17][CH:16]=[CH:15][CH:14]=1.C([O-])(O)=O.[Na+].I[CH2:27][CH2:28][CH2:29][CH2:30]I. Product: [CH2:12]([N:7]1[CH:8]2[CH:3]([CH:2]([N:1]3[CH2:30][CH2:29][CH2:28][CH2:27]3)[CH2:11][CH2:10][CH2:9]2)[NH:4][C:5](=[O:20])[C:6]1=[O:19])[C:13]1[CH:18]=[CH:17][CH:16]=[CH:15][CH:14]=1. The catalyst class is: 23.